This data is from Peptide-MHC class I binding affinity with 185,985 pairs from IEDB/IMGT. The task is: Regression. Given a peptide amino acid sequence and an MHC pseudo amino acid sequence, predict their binding affinity value. This is MHC class I binding data. (1) The peptide sequence is GIFTTNIWLK. The MHC is HLA-A03:01 with pseudo-sequence HLA-A03:01. The binding affinity (normalized) is 0.754. (2) The peptide sequence is QTVEMSPFY. The MHC is HLA-B08:01 with pseudo-sequence HLA-B08:01. The binding affinity (normalized) is 0.213.